This data is from Forward reaction prediction with 1.9M reactions from USPTO patents (1976-2016). The task is: Predict the product of the given reaction. (1) Given the reactants [C:1]1([C:7]2[N:12]=[N:11][C:10]([NH:13][NH:14][C:15](=O)[CH2:16][C:17]3[CH:18]=[C:19]4[C:24](=[CH:25][CH:26]=3)[N:23]=[CH:22][CH:21]=[CH:20]4)=[N:9][CH:8]=2)[CH:6]=[CH:5][CH:4]=[CH:3][CH:2]=1, predict the reaction product. The product is: [N:23]1[C:24]2[C:19](=[CH:18][C:17]([CH2:16][C:15]3[N:11]4[N:12]=[C:7]([C:1]5[CH:6]=[CH:5][CH:4]=[CH:3][CH:2]=5)[CH:8]=[N:9][C:10]4=[N:13][N:14]=3)=[CH:26][CH:25]=2)[CH:20]=[CH:21][CH:22]=1. (2) Given the reactants [CH3:1][NH:2][CH2:3][CH2:4][C:5]1[CH:9]=[CH:8][N:7]([C:10]2[CH:15]=[CH:14][C:13]([F:16])=[CH:12][N:11]=2)[N:6]=1.[CH3:17][C:18]1[CH:19]=[CH:20][C:21]([N:27]2[N:31]=[CH:30][CH:29]=[N:28]2)=[C:22]([CH:26]=1)[C:23]([OH:25])=O, predict the reaction product. The product is: [F:16][C:13]1[CH:14]=[CH:15][C:10]([N:7]2[CH:8]=[CH:9][C:5]([CH2:4][CH2:3][N:2]([CH3:1])[C:23](=[O:25])[C:22]3[CH:26]=[C:18]([CH3:17])[CH:19]=[CH:20][C:21]=3[N:27]3[N:31]=[CH:30][CH:29]=[N:28]3)=[N:6]2)=[N:11][CH:12]=1. (3) Given the reactants [NH2:1][CH2:2][CH2:3][NH:4][C@H:5]1[CH2:10][CH2:9][C@H:8]([CH2:11][C:12]([NH:14][C@H:15]2[CH2:20][C:19]3[CH:21]=[CH:22][CH:23]=[C:24]([C:25]([OH:27])=[O:26])[C:18]=3[O:17][B:16]2[OH:28])=[O:13])[CH2:7][CH2:6]1.[CH:29](=O)[CH3:30], predict the reaction product. The product is: [CH2:29]([NH:1][CH2:2][CH2:3][NH:4][C@H:5]1[CH2:10][CH2:9][C@H:8]([CH2:11][C:12]([NH:14][C@H:15]2[CH2:20][C:19]3[CH:21]=[CH:22][CH:23]=[C:24]([C:25]([OH:27])=[O:26])[C:18]=3[O:17][B:16]2[OH:28])=[O:13])[CH2:7][CH2:6]1)[CH3:30]. (4) Given the reactants [Cl:1][C:2]1[CH:7]=[CH:6][C:5]([N:8]2[C:12]([NH2:13])=[CH:11][C:10]([CH3:14])=[N:9]2)=[CH:4][CH:3]=1.N1C=CC=CC=1.Cl[C:22]([O:24][C:25]1[CH:30]=[CH:29][CH:28]=[CH:27][CH:26]=1)=[O:23], predict the reaction product. The product is: [Cl:1][C:2]1[CH:3]=[CH:4][C:5]([N:8]2[C:12]([NH:13][C:22](=[O:23])[O:24][C:25]3[CH:30]=[CH:29][CH:28]=[CH:27][CH:26]=3)=[CH:11][C:10]([CH3:14])=[N:9]2)=[CH:6][CH:7]=1. (5) The product is: [F:8][C:9]1[CH:10]=[C:11]([CH:14]=[CH:15][C:16]=1[O:17][CH:18]1[CH2:19][CH2:20][N:21]([C:24]2[N:25]=[C:26]3[CH2:37][CH2:36][N:35]([CH3:2])[CH2:34][C:27]3=[N:28][C:29]=2[NH:30][CH:31]([CH3:33])[CH3:32])[CH2:22][CH2:23]1)[C:12]#[N:13]. Given the reactants O[C:2](C(F)(F)F)=O.[F:8][C:9]1[CH:10]=[C:11]([CH:14]=[CH:15][C:16]=1[O:17][CH:18]1[CH2:23][CH2:22][N:21]([C:24]2[N:25]=[C:26]3[CH2:37][CH2:36][NH:35][CH2:34][C:27]3=[N:28][C:29]=2[NH:30][CH:31]([CH3:33])[CH3:32])[CH2:20][CH2:19]1)[C:12]#[N:13].C=O.CCN(C(C)C)C(C)C.[Na], predict the reaction product.